Dataset: Full USPTO retrosynthesis dataset with 1.9M reactions from patents (1976-2016). Task: Predict the reactants needed to synthesize the given product. (1) Given the product [CH2:1]([O:3][C:4]([C:6]1[CH:11]=[C:10]([CH3:12])[C:9]([CH:9]=[C:10]([CH3:12])[CH3:11])=[CH:8][N:7]=1)=[O:5])[CH3:2], predict the reactants needed to synthesize it. The reactants are: [CH2:1]([O:3][C:4]([C:6]1[CH:11]=[C:10]([CH3:12])[C:9](Br)=[CH:8][N:7]=1)=[O:5])[CH3:2].C([O-])([O-])=O.[K+].[K+]. (2) Given the product [CH3:32][NH:34][C:23](=[O:24])[C:22]1[CH:26]=[CH:27][C:19]([N:16]2[CH2:15][CH2:14][N:13]([CH2:12][C:9]3[CH:10]=[N:11][C:5]4[N:4]5[CH2:28][CH2:29][CH2:30][CH2:31][C@H:3]5[C:2](=[O:1])[NH:7][C:6]=4[CH:8]=3)[CH2:18][CH2:17]2)=[N:20][CH:21]=1, predict the reactants needed to synthesize it. The reactants are: [O:1]=[C:2]1[NH:7][C:6]2[CH:8]=[C:9]([CH2:12][N:13]3[CH2:18][CH2:17][N:16]([C:19]4[CH:27]=[CH:26][C:22]([C:23](O)=[O:24])=[CH:21][N:20]=4)[CH2:15][CH2:14]3)[CH:10]=[N:11][C:5]=2[N:4]2[CH2:28][CH2:29][CH2:30][CH2:31][C@@H:3]12.[CH2:32]([N:34](C(C)C)C(C)C)C.Cl.CN. (3) Given the product [NH2:10][C@@H:11]1[C:12](=[O:22])[NH:13][C@@H:14]1[CH2:15][N:16]1[CH2:20][CH2:19][O:18][C:17]1=[O:21], predict the reactants needed to synthesize it. The reactants are: C(OC(=O)[NH:10][C@H:11]1[C@@H:14]([CH2:15][N:16]2[CH2:20][CH2:19][O:18][C:17]2=[O:21])[NH:13][C:12]1=[O:22])C1C=CC=CC=1. (4) The reactants are: [C:1]([O:5][C:6]([N:8]1[C:12]2=[N:13][CH:14]=[C:15]([OH:17])[CH:16]=[C:11]2[CH:10]=[C:9]1[C:18]([N:20]1[CH2:25][CH2:24][C:23]([F:27])([F:26])[CH2:22][CH2:21]1)=[O:19])=[O:7])([CH3:4])([CH3:3])[CH3:2].C(=O)([O-])[O-].[K+].[K+].Br[CH2:35][CH2:36][CH2:37][Cl:38]. Given the product [C:1]([O:5][C:6]([N:8]1[C:12]2=[N:13][CH:14]=[C:15]([O:17][CH2:35][CH2:36][CH2:37][Cl:38])[CH:16]=[C:11]2[CH:10]=[C:9]1[C:18]([N:20]1[CH2:25][CH2:24][C:23]([F:27])([F:26])[CH2:22][CH2:21]1)=[O:19])=[O:7])([CH3:4])([CH3:2])[CH3:3], predict the reactants needed to synthesize it. (5) Given the product [CH:18]([O:21][C:22]([N:24]1[CH2:28][CH2:27][CH:26]([O:29][C@@H:30]([C:32]2[N:35]=[C:9]([C:5]3[CH:4]=[N:3][C:2]([Cl:1])=[N:7][CH:6]=3)[O:34][N:33]=2)[CH3:31])[CH2:25]1)=[O:23])([CH3:19])[CH3:20], predict the reactants needed to synthesize it. The reactants are: [Cl:1][C:2]1(O)[N:7]=[CH:6][CH:5]=[CH:4][NH:3]1.[CH:9](N=C=NC(C)C)(C)C.[CH:18]([O:21][C:22]([N:24]1[CH2:28][CH2:27][CH:26]([O:29][C@@H:30]([C:32](=[NH:35])[NH:33][OH:34])[CH3:31])[CH2:25]1)=[O:23])([CH3:20])[CH3:19]. (6) Given the product [CH2:27]([O:30][C:2]1[CH:3]=[N:4][CH:5]=[CH:6][C:7]=1[C:8]1[O:9][C:10]2[CH:16]=[CH:15][C:14]([C:17]([F:20])([F:19])[F:18])=[CH:13][C:11]=2[N:12]=1)[CH:28]=[CH2:29], predict the reactants needed to synthesize it. The reactants are: F[C:2]1[CH:3]=[N:4][CH:5]=[CH:6][C:7]=1[C:8]1[O:9][C:10]2[CH:16]=[CH:15][C:14]([C:17]([F:20])([F:19])[F:18])=[CH:13][C:11]=2[N:12]=1.C(=O)([O-])[O-].[K+].[K+].[CH2:27]([OH:30])[CH:28]=[CH2:29]. (7) The reactants are: [NH2:1][C:2]1[CH:3]=[C:4]([N:8]2[CH2:17][CH2:16][C:15]3[C:10](=[CH:11][CH:12]=[C:13]([Cl:18])[CH:14]=3)[C:9]2=[O:19])[CH:5]=[N:6][CH:7]=1.[N:20]([CH:23]1[CH2:28][CH2:27][CH2:26][CH2:25][CH2:24]1)=[C:21]=[O:22]. Given the product [Cl:18][C:13]1[CH:14]=[C:15]2[C:10](=[CH:11][CH:12]=1)[C:9](=[O:19])[N:8]([C:4]1[CH:3]=[C:2]([NH:1][C:21]([NH:20][CH:23]3[CH2:28][CH2:27][CH2:26][CH2:25][CH2:24]3)=[O:22])[CH:7]=[N:6][CH:5]=1)[CH2:17][CH2:16]2, predict the reactants needed to synthesize it. (8) Given the product [Cl:1][C:2]1[CH:7]=[C:6]([NH:17][CH:18]2[CH2:23][CH2:22][O:21][CH2:20][CH2:19]2)[N:5]2[N:9]=[C:10]([C:12]([O:14][CH2:15][CH3:16])=[O:13])[CH:11]=[C:4]2[N:3]=1, predict the reactants needed to synthesize it. The reactants are: [Cl:1][C:2]1[CH:7]=[C:6](Cl)[N:5]2[N:9]=[C:10]([C:12]([O:14][CH2:15][CH3:16])=[O:13])[CH:11]=[C:4]2[N:3]=1.[NH2:17][CH:18]1[CH2:23][CH2:22][O:21][CH2:20][CH2:19]1.C(N(CC)CC)C.O.